This data is from Forward reaction prediction with 1.9M reactions from USPTO patents (1976-2016). The task is: Predict the product of the given reaction. (1) Given the reactants C([N:8]1[CH2:13][CH2:12][N:11]([C:14]([CH3:17])([CH3:16])[CH3:15])[CH2:10][CH2:9]1)C1C=CC=CC=1, predict the reaction product. The product is: [C:14]([N:11]1[CH2:12][CH2:13][NH:8][CH2:9][CH2:10]1)([CH3:17])([CH3:16])[CH3:15]. (2) Given the reactants [Cl:1][C:2]1[C:3]([NH2:12])=[N:4][CH:5]=[C:6]([C:8]([F:11])([F:10])[F:9])[CH:7]=1.Cl[CH:14]([C:20](=O)[CH3:21])[C:15]([O:17][CH2:18][CH3:19])=[O:16].C(=O)(O)[O-].[Na+], predict the reaction product. The product is: [Cl:1][C:2]1[C:3]2[N:4]([C:14]([C:15]([O:17][CH2:18][CH3:19])=[O:16])=[C:20]([CH3:21])[N:12]=2)[CH:5]=[C:6]([C:8]([F:11])([F:9])[F:10])[CH:7]=1. (3) Given the reactants Br[C:2]1[CH:7]=[CH:6][C:5]([CH3:8])=[C:4]([F:9])[CH:3]=1.[F:10][C:11]([F:22])([F:21])[C:12]1[CH:13]=[CH:14][C:15]([CH2:18][CH2:19][NH2:20])=[N:16][CH:17]=1, predict the reaction product. The product is: [F:9][C:4]1[CH:3]=[C:2]([NH:20][CH2:19][CH2:18][C:15]2[CH:14]=[CH:13][C:12]([C:11]([F:22])([F:10])[F:21])=[CH:17][N:16]=2)[CH:7]=[CH:6][C:5]=1[CH3:8]. (4) Given the reactants [C:1]1([NH:7][C:8]2[CH:14]=[CH:13][C:11]([NH2:12])=[CH:10][CH:9]=2)[CH:6]=[CH:5][CH:4]=[CH:3][CH:2]=1.O[CH:16]1[CH2:20][CH2:19][CH2:18][O:17]1, predict the reaction product. The product is: [OH:17][CH2:16][CH2:20][CH2:19][CH:18]1[CH:19]2[CH2:20][CH2:16][O:17][CH:18]2[C:13]2[CH:14]=[C:8]([NH:7][C:1]3[CH:2]=[CH:3][CH:4]=[CH:5][CH:6]=3)[CH:9]=[CH:10][C:11]=2[NH:12]1. (5) Given the reactants [Cl:1][C:2]1[CH:3]=[C:4]([C@@H:9]([C:14]2[CH:19]=[CH:18][C:17]([C:20]3[CH:21]=[N:22][NH:23][CH:24]=3)=[CH:16][CH:15]=2)[CH2:10][C:11]([NH2:13])=O)[CH:5]=[CH:6][C:7]=1[Cl:8].C1(C)C=CC=CC=1.[Cl-].[Al+3].[Cl-].[Cl-].[H-].[Al+3].[Li+].[H-].[H-].[H-], predict the reaction product. The product is: [Cl:1][C:2]1[CH:3]=[C:4]([C@@H:9]([C:14]2[CH:19]=[CH:18][C:17]([C:20]3[CH:24]=[N:23][NH:22][CH:21]=3)=[CH:16][CH:15]=2)[CH2:10][CH2:11][NH2:13])[CH:5]=[CH:6][C:7]=1[Cl:8]. (6) Given the reactants [CH3:1][C@H:2]1[CH2:7][CH2:6][CH2:5][C@@H:4]([CH3:8])[NH:3]1.C([Li])CCC.[Cl:14][SiH2:15]Cl, predict the reaction product. The product is: [CH3:1][CH:2]1[CH2:7][CH2:6][CH2:5][CH:4]([CH3:8])[N:3]1[SiH2:15][Cl:14].